From a dataset of Full USPTO retrosynthesis dataset with 1.9M reactions from patents (1976-2016). Predict the reactants needed to synthesize the given product. (1) Given the product [CH:1]1([C:7]([NH:9][C:10]2[S:11][C:12]3[CH2:23][CH2:22][CH2:21][CH2:20][C:13]=3[C:14]=2[C:15]([NH:28][CH2:27][CH2:26][N:25]([CH3:29])[CH3:24])=[O:16])=[O:8])[CH2:6][CH2:5][CH2:4][CH2:3][CH2:2]1, predict the reactants needed to synthesize it. The reactants are: [CH:1]1([C:7]([NH:9][C:10]2[S:11][C:12]3[CH2:23][CH2:22][CH2:21][CH2:20][C:13]=3[C:14]=2[C:15](OCC)=[O:16])=[O:8])[CH2:6][CH2:5][CH2:4][CH2:3][CH2:2]1.[CH3:24][N:25]([CH3:29])[CH2:26][CH2:27][NH2:28]. (2) Given the product [F:26][C:27]([F:35])([F:34])[CH:28]1[CH2:33][CH2:32][N:31]([C:2]2[N:7]=[CH:6][N:5]=[C:4]([O:8][C:9]3[C:14]4[N:15]=[C:16]([NH2:18])[S:17][C:13]=4[CH:12]=[CH:11][CH:10]=3)[CH:3]=2)[CH2:30][CH2:29]1, predict the reactants needed to synthesize it. The reactants are: Cl[C:2]1[N:7]=[CH:6][N:5]=[C:4]([O:8][C:9]2[C:14]3[N:15]=[C:16]([NH2:18])[S:17][C:13]=3[CH:12]=[CH:11][CH:10]=2)[CH:3]=1.C([O-])([O-])=O.[K+].[K+].Cl.[F:26][C:27]([F:35])([F:34])[CH:28]1[CH2:33][CH2:32][NH:31][CH2:30][CH2:29]1.O. (3) Given the product [C:10]([C:14]1[CH:15]=[CH:16][C:17]([C:20]#[C:21][C:2]2[CH:7]=[CH:6][C:5]([NH2:8])=[C:4]([CH3:9])[CH:3]=2)=[CH:18][CH:19]=1)([CH3:13])([CH3:12])[CH3:11], predict the reactants needed to synthesize it. The reactants are: I[C:2]1[CH:7]=[CH:6][C:5]([NH2:8])=[C:4]([CH3:9])[CH:3]=1.[C:10]([C:14]1[CH:19]=[CH:18][C:17]([C:20]#[CH:21])=[CH:16][CH:15]=1)([CH3:13])([CH3:12])[CH3:11].C(N)CCC.